This data is from CYP2D6 inhibition data for predicting drug metabolism from PubChem BioAssay. The task is: Regression/Classification. Given a drug SMILES string, predict its absorption, distribution, metabolism, or excretion properties. Task type varies by dataset: regression for continuous measurements (e.g., permeability, clearance, half-life) or binary classification for categorical outcomes (e.g., BBB penetration, CYP inhibition). Dataset: cyp2d6_veith. (1) The result is 0 (non-inhibitor). The molecule is CO[C@@H](C(C)C)[C@@H](C)[C@@H]1OC(=O)C[C@@H]1O. (2) The compound is CC(OC(=O)Cn1c(C(F)(F)F)nc2ccccc21)C(N)=O. The result is 0 (non-inhibitor). (3) The molecule is Cc1ccc(S(=O)(=O)O/N=C2/CCCc3occc32)cc1. The result is 0 (non-inhibitor). (4) The molecule is NS(=O)(=O)C[C-]1C=CC([Sb-](Cl)(Cl)(Cl)(Cl)Cl)C=C1.c1ccncc1. The result is 0 (non-inhibitor). (5) The result is 0 (non-inhibitor). The drug is C[C@H](CCC(=O)NCCS(=O)(=O)[O-])[C@@H]1CC[C@H]2[C@H]3[C@@H](O)C[C@H]4C[C@@H](O)CC[C@]4(C)[C@@H]3C[C@@H](O)[C@@]21C.[Na+]. (6) The drug is COC(=O)[C@@]1(Cc2ccc(OC)cc2)[C@@H]2C(=CC(=O)[C@H]2CC(=O)C(=O)N(C)C)CN1C(=O)c1ccccc1. The result is 0 (non-inhibitor).